Dataset: Catalyst prediction with 721,799 reactions and 888 catalyst types from USPTO. Task: Predict which catalyst facilitates the given reaction. (1) Reactant: [NH2:1][C:2]1[CH:9]=[CH:8][CH:7]=[C:6]([Cl:10])[C:3]=1[CH:4]=[O:5].[CH2:11]([Mg]Br)[CH3:12]. Product: [NH2:1][C:2]1[CH:9]=[CH:8][CH:7]=[C:6]([Cl:10])[C:3]=1[CH:4]([OH:5])[CH2:11][CH3:12]. The catalyst class is: 13. (2) Reactant: Cl[C:2]1[NH:3][C:4](=[O:13])[C:5]2[C:10]([CH:11]=1)=[C:9]([CH3:12])[CH:8]=[CH:7][CH:6]=2.[CH3:14][N:15]1[CH2:20][CH2:19][NH:18][CH2:17][CH2:16]1. Product: [CH3:12][C:9]1[CH:8]=[CH:7][CH:6]=[C:5]2[C:10]=1[CH:11]=[C:2]([N:18]1[CH2:19][CH2:20][N:15]([CH3:14])[CH2:16][CH2:17]1)[NH:3][C:4]2=[O:13]. The catalyst class is: 22.